Dataset: Catalyst prediction with 721,799 reactions and 888 catalyst types from USPTO. Task: Predict which catalyst facilitates the given reaction. Reactant: [CH3:13][C:12]([O:11][C:9](O[C:9]([O:11][C:12]([CH3:15])([CH3:14])[CH3:13])=[O:10])=[O:10])([CH3:15])[CH3:14].[CH3:16][O:17][C:18](=[O:31])[CH2:19][CH:20]1[CH2:25][NH:24][C:23]2[CH:26]=[C:27]([Cl:30])[CH:28]=[CH:29][C:22]=2[O:21]1. Product: [C:12]([O:11][C:9]([N:24]1[C:23]2[CH:26]=[C:27]([Cl:30])[CH:28]=[CH:29][C:22]=2[O:21][CH:20]([CH2:19][C:18]([O:17][CH3:16])=[O:31])[CH2:25]1)=[O:10])([CH3:13])([CH3:14])[CH3:15]. The catalyst class is: 251.